Dataset: Forward reaction prediction with 1.9M reactions from USPTO patents (1976-2016). Task: Predict the product of the given reaction. Given the reactants [N:1]1[CH:6]=[CH:5][CH:4]=[C:3]([CH2:7][NH:8][C:9]2[CH:14]=[C:13]([NH:15][C:16]3[CH:21]=[CH:20][C:19]([N:22]4[CH2:27][CH2:26][N:25](C(=O)C(F)(F)F)[CH2:24][CH2:23]4)=[CH:18][CH:17]=3)[N:12]=[CH:11][C:10]=2[CH2:34][C:35]([NH2:37])=[O:36])[CH:2]=1, predict the reaction product. The product is: [N:22]1([C:19]2[CH:18]=[CH:17][C:16]([NH:15][C:13]3[N:12]=[CH:11][C:10]([CH2:34][C:35]([NH2:37])=[O:36])=[C:9]([NH:8][CH2:7][C:3]4[CH:2]=[N:1][CH:6]=[CH:5][CH:4]=4)[CH:14]=3)=[CH:21][CH:20]=2)[CH2:23][CH2:24][NH:25][CH2:26][CH2:27]1.